Dataset: Full USPTO retrosynthesis dataset with 1.9M reactions from patents (1976-2016). Task: Predict the reactants needed to synthesize the given product. (1) The reactants are: C([O:5][C:6]([C:8]1[N:13]=[CH:12][C:11]([O:14][C:15]2[C:20]3[CH2:21][C:22]([CH3:25])([CH3:24])[O:23][C:19]=3[CH:18]=[C:17]([C:26]([O:28][CH3:29])=[O:27])[CH:16]=2)=[CH:10][N:9]=1)=[O:7])(C)(C)C. Given the product [CH3:29][O:28][C:26]([C:17]1[CH:16]=[C:15]([O:14][C:11]2[CH:12]=[N:13][C:8]([C:6]([OH:7])=[O:5])=[N:9][CH:10]=2)[C:20]2[CH2:21][C:22]([CH3:25])([CH3:24])[O:23][C:19]=2[CH:18]=1)=[O:27], predict the reactants needed to synthesize it. (2) Given the product [N:9]([C:8]1[C:3]([O:2][CH3:1])=[N:4][CH:5]=[CH:6][CH:7]=1)=[C:10]=[S:14], predict the reactants needed to synthesize it. The reactants are: [CH3:1][O:2][C:3]1[C:8]([NH:9][C:10]2[S:14]C=NC=2C(O)=O)=[CH:7][CH:6]=[CH:5][N:4]=1.CC1N=C(N)C=CC=1.COC1C(N)=CC=CN=1. (3) The reactants are: [NH:1]1[CH:5]=[C:4]([C:6]([OH:8])=O)[CH:3]=[N:2]1.[CH3:9][O:10][CH:11]1[CH2:16][CH2:15][N:14]([C:17]2[CH:26]=[CH:25][CH:24]=[C:23]3[C:18]=2[CH2:19][CH2:20][N:21]=[CH:22]3)[CH2:13][CH2:12]1.[N+:27]([C:29]1[CH:41]=[CH:40][C:32]([C:33]([O:35][C:36]([CH3:39])([CH3:38])[CH3:37])=[O:34])=[CH:31][CH:30]=1)#[C-:28].C[OH:43]. Given the product [CH3:9][O:10][CH:11]1[CH2:16][CH2:15][N:14]([C:17]2[CH:26]=[CH:25][CH:24]=[C:23]3[C:18]=2[CH2:19][CH2:20][N:21]([C:6]([C:4]2[CH:3]=[N:2][NH:1][CH:5]=2)=[O:8])[CH:22]3[C:28]([NH:27][C:29]2[CH:41]=[CH:40][C:32]([C:33]([O:35][C:36]([CH3:38])([CH3:37])[CH3:39])=[O:34])=[CH:31][CH:30]=2)=[O:43])[CH2:13][CH2:12]1, predict the reactants needed to synthesize it.